From a dataset of Reaction yield outcomes from USPTO patents with 853,638 reactions. Predict the reaction yield, written as a fraction of the theoretical maximum amount of product (1.0 means a 100% yield; for example, 0.34 means a 34% yield). (1) The reactants are [C:1]([O:5][C:6](=[O:15])[C:7]1[CH:12]=[CH:11][CH:10]=[C:9](C)[C:8]=1I)([CH3:4])([CH3:3])[CH3:2].[CH2:16](N(CC)CC)C.[CH3:23][C:24]1([CH3:31])[C:28]([CH3:30])([CH3:29])[O:27][BH:26][O:25]1. The catalyst is O1CCOCC1.Cl[Pd](Cl)([P](C1C=CC=CC=1)(C1C=CC=CC=1)C1C=CC=CC=1)[P](C1C=CC=CC=1)(C1C=CC=CC=1)C1C=CC=CC=1. The product is [C:1]([O:5][C:6](=[O:15])[C:7]1[CH:12]=[CH:11][C:10]([CH3:16])=[CH:9][C:8]=1[B:26]1[O:27][C:28]([CH3:30])([CH3:29])[C:24]([CH3:31])([CH3:23])[O:25]1)([CH3:2])([CH3:3])[CH3:4]. The yield is 0.640. (2) The reactants are [C:1]([O:5][C:6]([N:8]1[CH2:12][CH2:11][C@@:10]([F:16])([C:13]([OH:15])=[O:14])[CH2:9]1)=[O:7])([CH3:4])([CH3:3])[CH3:2].[OH-].[Li+:18].O1CCCC1. The catalyst is CO.O. The product is [C:1]([O:5][C:6]([N:8]1[CH2:12][CH2:11][C@@:10]([F:16])([C:13]([O-:15])=[O:14])[CH2:9]1)=[O:7])([CH3:4])([CH3:2])[CH3:3].[Li+:18]. The yield is 1.00. (3) The reactants are [CH:1]1([Mg]Br)[CH2:3][CH2:2]1.C1(Br)CC1.[Mg].C(/N=[CH:16]/[C:17]1[C:22]([CH3:23])=[CH:21][CH:20]=[CH:19][C:18]=1Cl)CCC.C([O:27]CC)C. The catalyst is O1CCCC1.[Cl-].[Mn+2].[Cl-]. The product is [CH:1]1([C:18]2[CH:19]=[CH:20][CH:21]=[C:22]([CH3:23])[C:17]=2[CH:16]=[O:27])[CH2:3][CH2:2]1. The yield is 0.650. (4) The reactants are [I:1][C:2]1[CH:11]=[N:10][C:5]2[NH:6][CH2:7][CH2:8][NH:9][C:4]=2[CH:3]=1.[C:12]1([CH2:18][C:19](Cl)=[O:20])[CH:17]=[CH:16][CH:15]=[CH:14][CH:13]=1. No catalyst specified. The product is [I:1][C:2]1[CH:11]=[N:10][C:5]2[NH:6][CH2:7][CH2:8][N:9]([C:19](=[O:20])[CH2:18][C:12]3[CH:17]=[CH:16][CH:15]=[CH:14][CH:13]=3)[C:4]=2[CH:3]=1. The yield is 0.310. (5) The reactants are [C:1]([O:5][C:6]([N:8]1[CH2:13][CH2:12][O:11][CH:10]([CH2:14][OH:15])[CH2:9]1)=[O:7])([CH3:4])([CH3:3])[CH3:2].Cl[CH2:17][C:18]1[S:22][C:21]([C:23]2[CH:28]=[CH:27][C:26]([Cl:29])=[CH:25][CH:24]=2)=[N:20][C:19]=1[CH3:30]. No catalyst specified. The product is [C:1]([O:5][C:6]([N:8]1[CH2:13][CH2:12][O:11][CH:10]([CH2:14][O:15][CH2:17][C:18]2[S:22][C:21]([C:23]3[CH:28]=[CH:27][C:26]([Cl:29])=[CH:25][CH:24]=3)=[N:20][C:19]=2[CH3:30])[CH2:9]1)=[O:7])([CH3:4])([CH3:3])[CH3:2]. The yield is 0.690. (6) The reactants are [Cl:1][C:2]1[CH:3]=[C:4]([C:8]([C@@H:10]2[CH2:15][CH2:14][CH2:13][N:12]([C:16]([O:18][C:19]([CH3:22])([CH3:21])[CH3:20])=[O:17])[CH2:11]2)=[O:9])[CH:5]=[CH:6][CH:7]=1.C(OC)(C)(C)C.[OH-].[Na+]. The catalyst is CCCCCCC. The product is [Cl:1][C:2]1[CH:3]=[C:4]([C@H:8]([OH:9])[C@@H:10]2[CH2:15][CH2:14][CH2:13][N:12]([C:16]([O:18][C:19]([CH3:21])([CH3:20])[CH3:22])=[O:17])[CH2:11]2)[CH:5]=[CH:6][CH:7]=1. The yield is 0.600. (7) The product is [N:13]([CH2:2][C:3]([C:6]1[CH:11]=[CH:10][CH:9]=[C:8]([F:12])[CH:7]=1)([F:5])[F:4])=[N+:14]=[N-:15]. The reactants are Br[CH2:2][C:3]([C:6]1[CH:11]=[CH:10][CH:9]=[C:8]([F:12])[CH:7]=1)([F:5])[F:4].[N-:13]=[N+:14]=[N-:15].[Na+]. The yield is 0.880. The catalyst is CS(C)=O. (8) The reactants are [NH2:1][C:2]1[CH:18]=[C:17]([F:19])[CH:16]=[CH:15][C:3]=1[C:4]([NH:6][CH:7]1[CH2:12][CH2:11][C:10](=[O:13])[NH:9][C:8]1=[O:14])=[O:5].[CH:20](OC)(OC)OC.C1(C)C=CC(S(O)(=O)=O)=CC=1. The catalyst is CO. The product is [F:19][C:17]1[CH:18]=[C:2]2[C:3]([C:4](=[O:5])[N:6]([CH:7]3[CH2:12][CH2:11][C:10](=[O:13])[NH:9][C:8]3=[O:14])[CH:20]=[N:1]2)=[CH:15][CH:16]=1. The yield is 0.700.